Dataset: Catalyst prediction with 721,799 reactions and 888 catalyst types from USPTO. Task: Predict which catalyst facilitates the given reaction. (1) Reactant: [Cl:1][C:2]1[CH:24]=[C:23]([C:25]([F:28])([F:27])[F:26])[CH:22]=[CH:21][C:3]=1[CH2:4][N:5]1[C:9](/[CH:10]=[CH:11]/[C:12]([O:14][CH2:15][CH3:16])=[O:13])=[CH:8][C:7]([O:17]COC)=[N:6]1.Cl. Product: [Cl:1][C:2]1[CH:24]=[C:23]([C:25]([F:28])([F:26])[F:27])[CH:22]=[CH:21][C:3]=1[CH2:4][N:5]1[C:9](/[CH:10]=[CH:11]/[C:12]([O:14][CH2:15][CH3:16])=[O:13])=[CH:8][C:7]([OH:17])=[N:6]1. The catalyst class is: 5. (2) Reactant: C([NH:4][C:5]1[CH:13]=[C:12]([N+:14]([O-:16])=[O:15])[C:11]([O:17][CH3:18])=[CH:10][C:6]=1[C:7]([OH:9])=[O:8])(=O)C.Cl. Product: [NH2:4][C:5]1[CH:13]=[C:12]([N+:14]([O-:16])=[O:15])[C:11]([O:17][CH3:18])=[CH:10][C:6]=1[C:7]([OH:9])=[O:8]. The catalyst class is: 6. (3) Reactant: [H-].[Na+].[NH:3]1[C:11]2[C:6](=[CH:7][CH:8]=[CH:9][CH:10]=2)[CH:5]=[N:4]1.[Cl:12][C:13]1[CH:18]=[CH:17][C:16]([NH:19][C:20]2[CH:25]=[CH:24][CH:23]=[C:22](F)[N:21]=2)=[CH:15][CH:14]=1. Product: [Cl:12][C:13]1[CH:18]=[CH:17][C:16]([NH:19][C:20]2[CH:25]=[CH:24][CH:23]=[C:22]([N:3]3[C:11]4[C:6](=[CH:7][CH:8]=[CH:9][CH:10]=4)[CH:5]=[N:4]3)[N:21]=2)=[CH:15][CH:14]=1. The catalyst class is: 9. (4) Reactant: [C:1]([O:12][CH3:13])(=[O:11])[C:2]1[CH:10]=[CH:9][CH:8]=[C:4]([C:5]([OH:7])=O)[CH:3]=1.Cl.[NH2:15][CH:16]([CH2:19][CH2:20][O:21][CH2:22][C:23]1[CH:28]=[CH:27][CH:26]=[CH:25][CH:24]=1)[CH2:17][OH:18].C(N(C(C)C)CC)(C)C.CN(C(ON1N=NC2C=CC=NC1=2)=[N+](C)C)C.F[P-](F)(F)(F)(F)F. Product: [CH2:22]([O:21][CH2:20][CH2:19][CH:16]([NH:15][C:5]([C:4]1[CH:3]=[C:2]([CH:10]=[CH:9][CH:8]=1)[C:1]([O:12][CH3:13])=[O:11])=[O:7])[CH2:17][OH:18])[C:23]1[CH:28]=[CH:27][CH:26]=[CH:25][CH:24]=1. The catalyst class is: 39.